Dataset: Forward reaction prediction with 1.9M reactions from USPTO patents (1976-2016). Task: Predict the product of the given reaction. Given the reactants [CH3:1][O:2][C:3]1[CH:8]=[CH:7][C:6]([S:9]([N:12]2[C:20]3[C:15](=[CH:16][C:17]([O:21][CH3:22])=[CH:18][CH:19]=3)[C:14]([CH:23]=[CH:24][C:25]([OH:27])=[O:26])=[CH:13]2)(=[O:11])=[O:10])=[CH:5][CH:4]=1, predict the reaction product. The product is: [CH3:1][O:2][C:3]1[CH:8]=[CH:7][C:6]([S:9]([N:12]2[C:20]3[C:15](=[CH:16][C:17]([O:21][CH3:22])=[CH:18][CH:19]=3)[C:14]([CH2:23][CH2:24][C:25]([OH:27])=[O:26])=[CH:13]2)(=[O:10])=[O:11])=[CH:5][CH:4]=1.